This data is from Reaction yield outcomes from USPTO patents with 853,638 reactions. The task is: Predict the reaction yield, written as a fraction of the theoretical maximum amount of product (1.0 means a 100% yield; for example, 0.34 means a 34% yield). (1) The reactants are [S:1]1[C:5]2[CH:6]=[CH:7][CH:8]=[CH:9][C:4]=2[C:3]([N:10]2[CH2:15][CH2:14][N:13]([CH2:16][CH2:17][CH2:18][C:19]3[CH:24]=[CH:23][C:22]([NH2:25])=[CH:21][CH:20]=3)[CH2:12][CH2:11]2)=[N:2]1.C(N(CC)CC)C.[C:33](Cl)(=[O:36])[CH:34]=[CH2:35]. The catalyst is ClCCl. The product is [S:1]1[C:5]2[CH:6]=[CH:7][CH:8]=[CH:9][C:4]=2[C:3]([N:10]2[CH2:11][CH2:12][N:13]([CH2:16][CH2:17][CH2:18][C:19]3[CH:20]=[CH:21][C:22]([NH:25][C:33](=[O:36])[CH:34]=[CH2:35])=[CH:23][CH:24]=3)[CH2:14][CH2:15]2)=[N:2]1. The yield is 1.00. (2) The reactants are Br[C:2]1[CH:11]=[C:10]2[C:5]([C:6]([CH3:16])([CH3:15])[CH2:7][C:8](=[O:14])[N:9]2[CH2:12][CH3:13])=[CH:4][C:3]=1[CH3:17].Br[C:19]1[C:20]([F:30])=[C:21]([CH:24]=[C:25]([F:29])[C:26]=1[O:27][CH3:28])[CH:22]=[O:23]. No catalyst specified. The product is [CH2:12]([N:9]1[C:10]2[C:5](=[CH:4][C:3]([CH3:17])=[C:2]([C:19]3[C:20]([F:30])=[C:21]([CH:24]=[C:25]([F:29])[C:26]=3[O:27][CH3:28])[CH:22]=[O:23])[CH:11]=2)[C:6]([CH3:16])([CH3:15])[CH2:7][C:8]1=[O:14])[CH3:13]. The yield is 0.140.